Dataset: Catalyst prediction with 721,799 reactions and 888 catalyst types from USPTO. Task: Predict which catalyst facilitates the given reaction. (1) Reactant: [NH2:1][CH2:2][C:3]1[CH:4]=[CH:5][C:6]([C:17]([F:20])([F:19])[F:18])=[C:7]([NH:9]C(=O)OC(C)(C)C)[CH:8]=1.[F:21][C:22]([F:30])([F:29])[C:23]1([C:26](O)=[O:27])[CH2:25][CH2:24]1.CN(C(ON1N=NC2C=CC=CC1=2)=[N+](C)C)C.F[P-](F)(F)(F)(F)F.C(O)(C(F)(F)F)=O. Product: [NH2:9][C:7]1[CH:8]=[C:3]([CH:4]=[CH:5][C:6]=1[C:17]([F:18])([F:19])[F:20])[CH2:2][NH:1][C:26]([C:23]1([C:22]([F:30])([F:29])[F:21])[CH2:25][CH2:24]1)=[O:27]. The catalyst class is: 59. (2) The catalyst class is: 217. Product: [OH:8][CH2:9][CH2:10][N:11]([CH3:45])[C:12]([C:14]1[C:19]([O:20][CH2:21][C:22]2[CH:23]=[CH:24][CH:25]=[CH:26][CH:27]=2)=[C:18]([OH:28])[N:17]=[C:16]([CH2:29][C:30]2([C:35]3[C:44]4[C:39](=[CH:40][CH:41]=[CH:42][CH:43]=4)[CH:38]=[CH:37][CH:36]=3)[CH2:31][CH2:32][CH2:33][CH2:34]2)[N:15]=1)=[O:13]. Reactant: [Si]([O:8][CH2:9][CH2:10][N:11]([CH3:45])[C:12]([C:14]1[C:19]([O:20][CH2:21][C:22]2[CH:27]=[CH:26][CH:25]=[CH:24][CH:23]=2)=[C:18]([OH:28])[N:17]=[C:16]([CH2:29][C:30]2([C:35]3[C:44]4[C:39](=[CH:40][CH:41]=[CH:42][CH:43]=4)[CH:38]=[CH:37][CH:36]=3)[CH2:34][CH2:33][CH2:32][CH2:31]2)[N:15]=1)=[O:13])(C(C)(C)C)(C)C.Cl.CO.